This data is from Peptide-MHC class I binding affinity with 185,985 pairs from IEDB/IMGT. The task is: Regression. Given a peptide amino acid sequence and an MHC pseudo amino acid sequence, predict their binding affinity value. This is MHC class I binding data. (1) The peptide sequence is SPPSYFQQTHI. The MHC is Mamu-A01 with pseudo-sequence Mamu-A01. The binding affinity (normalized) is 0.446. (2) The peptide sequence is TRQQTSFPF. The MHC is HLA-B07:02 with pseudo-sequence HLA-B07:02. The binding affinity (normalized) is 0.213. (3) The MHC is HLA-B08:01 with pseudo-sequence HLA-B08:01. The binding affinity (normalized) is 0. The peptide sequence is DFLLRRWGG. (4) The peptide sequence is AYIDNYNKF. The binding affinity (normalized) is 0. The MHC is HLA-B44:02 with pseudo-sequence HLA-B44:02. (5) The peptide sequence is TPKGPKVKY. The MHC is HLA-B58:01 with pseudo-sequence HLA-B58:01. The binding affinity (normalized) is 0.0847. (6) The peptide sequence is ALRSRIREL. The MHC is HLA-B08:01 with pseudo-sequence HLA-B08:01. The binding affinity (normalized) is 1.00.